This data is from Catalyst prediction with 721,799 reactions and 888 catalyst types from USPTO. The task is: Predict which catalyst facilitates the given reaction. (1) Reactant: [F:1][C:2]1[CH:3]=[C:4]2[C:9](=[CH:10][CH:11]=1)[N:8]=[C:7]([CH:12]([NH:14]C(=O)OC(C)(C)C)[CH3:13])[C:6]([C:22]1[CH:27]=[CH:26][CH:25]=[CH:24][N:23]=1)=[C:5]2[C:28]1[O:32][N:31]=[C:30]([CH3:33])[N:29]=1.O1CCOCC1. Product: [F:1][C:2]1[CH:3]=[C:4]2[C:9](=[CH:10][CH:11]=1)[N:8]=[C:7]([CH:12]([NH2:14])[CH3:13])[C:6]([C:22]1[CH:27]=[CH:26][CH:25]=[CH:24][N:23]=1)=[C:5]2[C:28]1[O:32][N:31]=[C:30]([CH3:33])[N:29]=1. The catalyst class is: 473. (2) Reactant: [Cl:1][C:2]1[C:3]([CH:23]([S:32]([C:35]2[CH:40]=[CH:39][C:38]([Cl:41])=[CH:37][CH:36]=2)(=[O:34])=[O:33])[C:24]2[CH:29]=[C:28]([F:30])[CH:27]=[CH:26][C:25]=2[F:31])=[CH:4][C:5]([N:8]2[CH2:13][CH2:12][O:11][CH:10]([CH2:14][NH:15]C(=O)OC(C)(C)C)[CH2:9]2)=[N:6][CH:7]=1.C1(OC)C=CC=CC=1.FC(F)(F)C(O)=O. Product: [NH2:15][CH2:14][CH:10]1[O:11][CH2:12][CH2:13][N:8]([C:5]2[CH:4]=[C:3]([CH:23]([S:32]([C:35]3[CH:40]=[CH:39][C:38]([Cl:41])=[CH:37][CH:36]=3)(=[O:33])=[O:34])[C:24]3[CH:29]=[C:28]([F:30])[CH:27]=[CH:26][C:25]=3[F:31])[C:2]([Cl:1])=[CH:7][N:6]=2)[CH2:9]1. The catalyst class is: 2. (3) Reactant: [CH3:1][O:2][C:3](=[O:23])[C:4]1[CH:9]=[CH:8][C:7](Cl)=[N:6][C:5]=1[NH:11][C:12]1[CH:17]=[CH:16][C:15]([Si:18]([CH3:21])([CH3:20])[CH3:19])=[CH:14][C:13]=1[F:22].[CH3:24][N:25](C)C=O. Product: [CH3:1][O:2][C:3](=[O:23])[C:4]1[CH:9]=[CH:8][C:7]([C:24]#[N:25])=[N:6][C:5]=1[NH:11][C:12]1[CH:17]=[CH:16][C:15]([Si:18]([CH3:21])([CH3:20])[CH3:19])=[CH:14][C:13]=1[F:22]. The catalyst class is: 267. (4) Reactant: [CH3:1][C:2]1[CH:7]=[CH:6][CH:5]=[CH:4][C:3]=1[C:8]1[CH:13]=[CH:12][CH:11]=[C:10]([S:14]([NH:17][C:18]2[CH:22]=[CH:21][S:20][C:19]=2[C:23]([O:25]C)=[O:24])(=[O:16])=[O:15])[CH:9]=1.[OH-].[Na+].CO. Product: [CH3:1][C:2]1[CH:7]=[CH:6][CH:5]=[CH:4][C:3]=1[C:8]1[CH:13]=[CH:12][CH:11]=[C:10]([S:14]([NH:17][C:18]2[CH:22]=[CH:21][S:20][C:19]=2[C:23]([OH:25])=[O:24])(=[O:15])=[O:16])[CH:9]=1. The catalyst class is: 7. (5) Reactant: N[C:2]1[N:7]=[CH:6][C:5]([N:8]2[CH2:14][CH:13]3[N:15](C(OC(C)(C)C)=O)[CH:10]([CH2:11][CH2:12]3)[CH2:9]2)=[CH:4][CH:3]=1.N([O-])=O.[Na+].C([O-])(O)=O.[Na+].[ClH:32].CCOCC. Product: [ClH:32].[ClH:32].[Cl:32][C:2]1[N:7]=[CH:6][C:5]([N:8]2[CH2:14][CH:13]3[NH:15][CH:10]([CH2:11][CH2:12]3)[CH2:9]2)=[CH:4][CH:3]=1. The catalyst class is: 33.